Predict the product of the given reaction. From a dataset of Forward reaction prediction with 1.9M reactions from USPTO patents (1976-2016). Given the reactants [CH3:1][C@@H:2]1[NH:6][CH2:5][C@@H:4]([CH2:7][N:8]2[C:12]3[CH:13]=[CH:14][C:15]([C:17]4[CH:18]=[N:19][N:20]([CH:22]5[CH2:27][CH2:26][CH2:25][CH2:24][O:23]5)[CH:21]=4)=[CH:16][C:11]=3[N:10]=[CH:9]2)[CH2:3]1.[CH2:28](N1[C@@H](C)C[C@H](CN)C1)[C:29]1[CH:34]=[CH:33][CH:32]=[CH:31][CH:30]=1.BrC1C=CC(F)=C([N+]([O-])=O)C=1, predict the reaction product. The product is: [CH2:28]([N:6]1[C@@H:2]([CH3:1])[CH2:3][C@H:4]([CH2:7][N:8]2[C:12]3[CH:13]=[CH:14][C:15]([C:17]4[CH:18]=[N:19][N:20]([CH:22]5[CH2:27][CH2:26][CH2:25][CH2:24][O:23]5)[CH:21]=4)=[CH:16][C:11]=3[N:10]=[CH:9]2)[CH2:5]1)[C:29]1[CH:34]=[CH:33][CH:32]=[CH:31][CH:30]=1.